This data is from Reaction yield outcomes from USPTO patents with 853,638 reactions. The task is: Predict the reaction yield, written as a fraction of the theoretical maximum amount of product (1.0 means a 100% yield; for example, 0.34 means a 34% yield). (1) The reactants are [NH:1]1[CH:5]=[C:4]([C:6]2[CH:11]=[C:10]([C:12]([NH2:14])=[O:13])[CH:9]=[CH:8][N:7]=2)[N:3]=[CH:2]1.Br[CH2:16][C:17]1[CH:22]=[CH:21][CH:20]=[CH:19][C:18]=1[Cl:23].C([O-])([O-])=O.[K+].[K+]. The catalyst is CN(C=O)C. The product is [Cl:23][C:18]1[CH:19]=[CH:20][CH:21]=[CH:22][C:17]=1[CH2:16][N:1]1[CH:5]=[C:4]([C:6]2[CH:11]=[C:10]([C:12]([NH2:14])=[O:13])[CH:9]=[CH:8][N:7]=2)[N:3]=[CH:2]1. The yield is 0.420. (2) The reactants are [S:1]1[CH:5]=[C:4]([C@@H:6]2[CH2:8][C@H:7]2[CH:9]=O)[C:3]2[CH:11]=[CH:12][CH:13]=[CH:14][C:2]1=2.[CH3:15][NH:16][CH3:17].C1COCC1.C(O[BH-](OC(=O)C)OC(=O)C)(=O)C.[Na+].C(=O)(O)[O-].[Na+]. The catalyst is C(O)C.Cl. The product is [S:1]1[CH:5]=[C:4]([CH:6]2[CH2:8][CH:7]2[CH2:9][N:16]([CH3:17])[CH3:15])[C:3]2[CH:11]=[CH:12][CH:13]=[CH:14][C:2]1=2. The yield is 0.710. (3) The reactants are [O:1]1[CH2:3][CH:2]1[CH2:4][N:5]([CH2:15][CH:16]1[CH2:18][O:17]1)[S:6]([C:9]1[CH:14]=[CH:13][CH:12]=[CH:11][CH:10]=1)(=[O:8])=[O:7].S(=O)(=O)(O)[OH:20].[Cl-].[Na+]. The catalyst is O1CCCC1. The product is [OH:17][CH2:18][C@H:16]1[O:20][C@@H:2]([CH2:3][OH:1])[CH2:4][N:5]([S:6]([C:9]2[CH:10]=[CH:11][CH:12]=[CH:13][CH:14]=2)(=[O:7])=[O:8])[CH2:15]1. The yield is 0.250. (4) The reactants are [N:1]1([CH2:8][CH2:9][O:10][C:11]2[CH:16]=[CH:15][C:14]([C:17]([C:19]3[C:28]4[C:23](=[CH:24][C:25]([O:29]C)=[CH:26][CH:27]=4)[CH:22]=[CH:21][C:20]=3[C:31]3[C:36]([F:37])=[CH:35][C:34]([F:38])=[CH:33][C:32]=3[F:39])=[O:18])=[CH:13][CH:12]=2)[CH2:7][CH2:6][CH2:5][CH2:4][CH2:3][CH2:2]1.Cl.B(Br)(Br)Br.C(=O)(O)[O-].[Na+]. The catalyst is ClCCl.CO. The product is [N:1]1([CH2:8][CH2:9][O:10][C:11]2[CH:16]=[CH:15][C:14]([C:17]([C:19]3[C:28]4[C:23](=[CH:24][C:25]([OH:29])=[CH:26][CH:27]=4)[CH:22]=[CH:21][C:20]=3[C:31]3[C:36]([F:37])=[CH:35][C:34]([F:38])=[CH:33][C:32]=3[F:39])=[O:18])=[CH:13][CH:12]=2)[CH2:7][CH2:6][CH2:5][CH2:4][CH2:3][CH2:2]1. The yield is 0.570. (5) The reactants are [CH3:1][N:2]([CH3:22])[C:3]([S:5][C:6]1[CH:7]=[C:8]([CH:13]=[C:14]([S:16][C:17](=[O:21])[N:18]([CH3:20])[CH3:19])[CH:15]=1)[C:9]([O:11]C)=[O:10])=[O:4].[OH-].[Na+]. No catalyst specified. The product is [CH3:1][N:2]([CH3:22])[C:3]([S:5][C:6]1[CH:7]=[C:8]([CH:13]=[C:14]([S:16][C:17](=[O:21])[N:18]([CH3:20])[CH3:19])[CH:15]=1)[C:9]([OH:11])=[O:10])=[O:4]. The yield is 0.872.